This data is from Catalyst prediction with 721,799 reactions and 888 catalyst types from USPTO. The task is: Predict which catalyst facilitates the given reaction. (1) Reactant: O1CCCOB1[C:7]1[CH:14]=[CH:13][CH:12]=[CH:11][C:8]=1[C:9]#[N:10].Br[C:16]1[CH:22]=[C:21]([CH2:23][CH2:24][CH2:25][CH2:26][CH2:27][CH3:28])[CH:20]=[CH:19][C:17]=1[NH2:18].C(=O)([O-])[O-].[K+].[K+].CCO. Product: [CH2:23]([C:21]1[CH:22]=[CH:16][C:17]2[C:19](=[C:7]3[C:8](=[C:9]([NH2:10])[N:18]=2)[CH:11]=[CH:12][CH:13]=[CH:14]3)[CH:20]=1)[CH2:24][CH2:25][CH2:26][CH2:27][CH3:28]. The catalyst class is: 109. (2) Reactant: [Br:1][C:2]1[CH:7]=[CH:6][C:5]([S:8]([N:11]2[C:19]3[C:14](=[CH:15][CH:16]=[CH:17][CH:18]=3)[CH:13]=[C:12]2/[CH:20]=[CH:21]\[C:22]([O:24]CC)=[O:23])(=[O:10])=[O:9])=[CH:4][CH:3]=1.[OH-].[Na+].O.Cl. Product: [Br:1][C:2]1[CH:7]=[CH:6][C:5]([S:8]([N:11]2[C:19]3[C:14](=[CH:15][CH:16]=[CH:17][CH:18]=3)[CH:13]=[C:12]2/[CH:20]=[CH:21]\[C:22]([OH:24])=[O:23])(=[O:10])=[O:9])=[CH:4][CH:3]=1. The catalyst class is: 92. (3) Reactant: [O:1]1[C:6]2[CH:7]=[CH:8][CH:9]=[CH:10][C:5]=2[NH:4][CH2:3][CH2:2]1.[N+:11]([C:14]1[CH:22]=[CH:21][C:17]([C:18](Cl)=[O:19])=[CH:16][CH:15]=1)([O-:13])=[O:12]. Product: [O:1]1[C:6]2[CH:7]=[CH:8][CH:9]=[CH:10][C:5]=2[N:4]([C:18]([C:17]2[CH:16]=[CH:15][C:14]([N+:11]([O-:13])=[O:12])=[CH:22][CH:21]=2)=[O:19])[CH2:3][CH2:2]1. The catalyst class is: 13. (4) Reactant: [Br-].[N+:2]([C:5]1[CH:30]=[CH:29][C:8]([CH2:9][P+](C2C=CC=CC=2)(C2C=CC=CC=2)C2C=CC=CC=2)=[CH:7][CH:6]=1)([O-:4])=[O:3].[H-].[Na+].[CH2:33]([O:40][C:41]1[C:46]([C:47]2[CH:48]=[C:49]([C:57]([CH3:60])([CH3:59])[CH3:58])[C:50]([O:55][CH3:56])=[C:51]([CH:54]=2)[CH:52]=O)=[CH:45][CH:44]=[C:43]([CH3:61])[N:42]=1)[C:34]1[CH:39]=[CH:38][CH:37]=[CH:36][CH:35]=1. Product: [CH2:33]([O:40][C:41]1[C:46]([C:47]2[CH:54]=[C:51]([CH:52]=[CH:9][C:8]3[CH:7]=[CH:6][C:5]([N+:2]([O-:4])=[O:3])=[CH:30][CH:29]=3)[C:50]([O:55][CH3:56])=[C:49]([C:57]([CH3:59])([CH3:58])[CH3:60])[CH:48]=2)=[CH:45][CH:44]=[C:43]([CH3:61])[N:42]=1)[C:34]1[CH:35]=[CH:36][CH:37]=[CH:38][CH:39]=1. The catalyst class is: 3. (5) Reactant: [CH2:1]([O:4][C:5]1[CH:12]=[CH:11][C:10]([C:13]2[O:17][N:16]=[C:15]([C:18]3[CH:28]=[CH:27][C:21]4[CH2:22][CH2:23][NH:24][CH2:25][CH2:26][C:20]=4[CH:19]=3)[N:14]=2)=[CH:9][C:6]=1[C:7]#[N:8])[CH2:2][CH3:3].[CH2:29]([OH:34])[CH:30]([OH:33])[CH:31]=O.C(O)(=O)C.C(O[BH-](OC(=O)C)OC(=O)C)(=O)C.[Na+]. Product: [OH:33][CH:30]([CH2:29][OH:34])[CH2:31][N:24]1[CH2:23][CH2:22][C:21]2[CH:27]=[CH:28][C:18]([C:15]3[N:14]=[C:13]([C:10]4[CH:11]=[CH:12][C:5]([O:4][CH2:1][CH2:2][CH3:3])=[C:6]([CH:9]=4)[C:7]#[N:8])[O:17][N:16]=3)=[CH:19][C:20]=2[CH2:26][CH2:25]1. The catalyst class is: 76. (6) Reactant: Br[CH2:2][C:3]1[CH:4]=[C:5]([C:10]2[N:14]=[C:13]([C:15]3[S:16][CH:17]=[CH:18][C:19]=3[Cl:20])[O:12][N:11]=2)[CH:6]=[CH:7][C:8]=1[Cl:9].[NH:21]1[CH2:25][CH2:24][CH2:23][CH2:22]1.CCN(CC)CC. Product: [Cl:9][C:8]1[CH:7]=[CH:6][C:5]([C:10]2[N:14]=[C:13]([C:15]3[S:16][CH:17]=[CH:18][C:19]=3[Cl:20])[O:12][N:11]=2)=[CH:4][C:3]=1[CH2:2][N:21]1[CH2:25][CH2:24][CH2:23][CH2:22]1. The catalyst class is: 4. (7) Reactant: [CH3:1][O:2][N:3]=[C:4]([C:39]1[CH:44]=[CH:43][CH:42]=[CH:41][CH:40]=1)[C:5]1[CH:6]=[C:7]2[C:12](=[CH:13][CH:14]=1)[N:11]([CH2:15][CH2:16][O:17][C:18]1[CH:23]=[CH:22][C:21]([CH2:24][CH:25]([O:31][CH2:32][C:33]([F:36])([F:35])[F:34])[C:26]([O:28]CC)=[O:27])=[CH:20][CH:19]=1)[CH2:10][CH2:9][C:8]2([CH3:38])[CH3:37].[OH-].[Li+].Cl. Product: [CH3:1][O:2][N:3]=[C:4]([C:39]1[CH:44]=[CH:43][CH:42]=[CH:41][CH:40]=1)[C:5]1[CH:6]=[C:7]2[C:12](=[CH:13][CH:14]=1)[N:11]([CH2:15][CH2:16][O:17][C:18]1[CH:23]=[CH:22][C:21]([CH2:24][CH:25]([O:31][CH2:32][C:33]([F:36])([F:35])[F:34])[C:26]([OH:28])=[O:27])=[CH:20][CH:19]=1)[CH2:10][CH2:9][C:8]2([CH3:38])[CH3:37]. The catalyst class is: 1. (8) Reactant: [Br:1][C:2]1[CH:12]=[C:11]([Br:13])[CH:10]=[C:9]([Br:14])[C:3]=1[O:4][CH2:5][C:6](=O)[CH3:7].C([O-])(=O)C.[NH4+].C([BH3-])#[N:21].[Na+]. Product: [CH3:7][CH:6]([NH2:21])[CH2:5][O:4][C:3]1[C:2]([Br:1])=[CH:12][C:11]([Br:13])=[CH:10][C:9]=1[Br:14]. The catalyst class is: 5. (9) Reactant: [F:1][C:2]([F:29])([F:28])[O:3][C:4]1[CH:9]=[CH:8][C:7]([N:10]2[CH:14]=[N:13][C:12]([C:15]3[CH:27]=[CH:26][C:18](/[CH:19]=[N:20]/[NH:21][C:22](SC)=[S:23])=[CH:17][CH:16]=3)=[N:11]2)=[CH:6][CH:5]=1.[CH3:30][N:31]([CH3:39])[C:32]1[CH:37]=[CH:36][CH:35]=[C:34]([NH2:38])[CH:33]=1. Product: [CH3:30][N:31]([CH3:39])[C:32]1[CH:33]=[C:34]([NH:38][C:22]([NH:21][N:20]=[CH:19][C:18]2[CH:17]=[CH:16][C:15]([C:12]3[N:13]=[CH:14][N:10]([C:7]4[CH:6]=[CH:5][C:4]([O:3][C:2]([F:28])([F:1])[F:29])=[CH:9][CH:8]=4)[N:11]=3)=[CH:27][CH:26]=2)=[S:23])[CH:35]=[CH:36][CH:37]=1. The catalyst class is: 3. (10) Reactant: [F:1][C:2]([F:13])([F:12])[C:3]1[CH:4]=[C:5]([NH:10]N)[CH:6]=[C:7]([F:9])[CH:8]=1.[CH3:14][CH:15]([C:24](=O)[CH3:25])[CH2:16][CH2:17][CH2:18][CH2:19][S:20]([OH:23])(=[O:22])=[O:21]. Product: [F:1][C:2]([F:13])([F:12])[C:3]1[CH:8]=[C:7]([F:9])[CH:6]=[C:5]2[C:4]=1[C:15]([CH3:14])([CH2:16][CH2:17][CH2:18][CH2:19][S:20]([OH:23])(=[O:21])=[O:22])[C:24]([CH3:25])=[N:10]2. The catalyst class is: 15.